This data is from Catalyst prediction with 721,799 reactions and 888 catalyst types from USPTO. The task is: Predict which catalyst facilitates the given reaction. (1) Reactant: [F:1][C:2]1[CH:10]=[CH:9][CH:8]=[C:7]2[C:3]=1[CH:4]=[C:5]([C:11]1[N:16]=[C:15]([C:17]3[C:18]([N:37]([CH3:42])[S:38]([CH3:41])(=[O:40])=[O:39])=[CH:19][C:20]4[O:24][C:23]([C:25]5[CH:30]=[CH:29][C:28]([F:31])=[CH:27][CH:26]=5)=[C:22]([C:32]([NH:34][CH3:35])=[O:33])[C:21]=4[CH:36]=3)[CH:14]=[CH:13][C:12]=1[CH:43]([F:46])[CH2:44]O)[NH:6]2.C1(P(C2C=CC=CC=2)C2C=CC=CC=2)C=CC=CC=1.N(C(OC(C)C)=O)=NC(OC(C)C)=O. Product: [F:46][CH:43]1[CH2:44][N:6]2[C:7]3[CH:8]=[CH:9][CH:10]=[C:2]([F:1])[C:3]=3[CH:4]=[C:5]2[C:11]2[N:16]=[C:15]([C:17]3[C:18]([N:37]([CH3:42])[S:38]([CH3:41])(=[O:39])=[O:40])=[CH:19][C:20]4[O:24][C:23]([C:25]5[CH:30]=[CH:29][C:28]([F:31])=[CH:27][CH:26]=5)=[C:22]([C:32]([NH:34][CH3:35])=[O:33])[C:21]=4[CH:36]=3)[CH:14]=[CH:13][C:12]1=2. The catalyst class is: 2. (2) Reactant: [CH3:1][C@@H:2]1[CH2:7][CH2:6][CH2:5][CH2:4][C@@H:3]1[N:8]1[C:12]2=[C:13]3[CH:19]=[CH:18][NH:17][C:14]3=[N:15][CH:16]=[C:11]2[NH:10][C:9]1=[O:20].[Br:21]N1C(=O)CCC1=O.C(Cl)(Cl)Cl.O. Product: [Br:21][C:19]1[C:13]2[C:14](=[N:15][CH:16]=[C:11]3[NH:10][C:9](=[O:20])[N:8]([C@H:3]4[CH2:4][CH2:5][CH2:6][CH2:7][C@H:2]4[CH3:1])[C:12]3=2)[NH:17][CH:18]=1. The catalyst class is: 9. (3) Reactant: [Cl:1][C:2]1[N:7]=[CH:6][C:5]([C:8]#[C:9][CH2:10][CH2:11][N:12]2[CH:16]=[CH:15][N:14]=[N:13]2)=[CH:4][N:3]=1. Product: [Cl:1][C:2]1[N:7]=[CH:6][C:5]([CH2:8][CH2:9][CH2:10][CH2:11][N:12]2[CH:16]=[CH:15][N:14]=[N:13]2)=[CH:4][N:3]=1. The catalyst class is: 78. (4) Reactant: Cl.[NH2:2][CH2:3][CH2:4][N:5]1[C:9]([C:10](OCC)=[O:11])=[CH:8][C:7]2[CH2:15][C:16]([CH3:19])([CH3:18])[CH2:17][C:6]1=2.[O-]CC.[Na+]. Product: [CH3:18][C:16]1([CH3:19])[CH2:15][C:7]2[CH:8]=[C:9]3[N:5]([CH2:4][CH2:3][NH:2][C:10]3=[O:11])[C:6]=2[CH2:17]1. The catalyst class is: 8. (5) Reactant: [NH2:1][C:2]1[C:3]([CH3:16])=[C:4]([CH:9]=[C:10]([C:12]([F:15])([F:14])[F:13])[CH:11]=1)[C:5]([O:7][CH3:8])=[O:6].C([O-])(=O)C.[K+].C(OC(=O)C)(=O)C.[N:29](OC(C)(C)C)=O.C1OCCOCCOCCOCCOCCOC1. Product: [F:15][C:12]([F:13])([F:14])[C:10]1[CH:9]=[C:4]([C:5]([O:7][CH3:8])=[O:6])[C:3]2[CH:16]=[N:29][NH:1][C:2]=2[CH:11]=1. The catalyst class is: 22. (6) Reactant: [Cl:1][C:2]1[C:3]([F:58])=[C:4]([C:8](=O)[CH2:9][CH2:10][N:11]([C@@H:23]2[C:39]3=[N:40][C:36](=[C:37]([CH3:49])[N:38]3[CH2:41][O:42][CH2:43][CH2:44][Si:45]([CH3:48])([CH3:47])[CH3:46])[C:35]3[C:30](=[CH:31][C:32]([NH:50][C:51](=[O:54])[O:52][CH3:53])=[CH:33][CH:34]=3)[NH:29][C:28](=[O:55])[C@H:27]([CH3:56])[CH2:26][CH2:25][CH2:24]2)[C:12](=[O:22])[CH2:13]P(OCC)(OCC)=O)[CH:5]=[CH:6][CH:7]=1.C[O-].[Na+].Cl. Product: [Cl:1][C:2]1[C:3]([F:58])=[C:4]([C:8]2[CH2:9][CH2:10][N:11]([C@@H:23]3[C:39]4=[N:40][C:36](=[C:37]([CH3:49])[N:38]4[CH2:41][O:42][CH2:43][CH2:44][Si:45]([CH3:47])([CH3:46])[CH3:48])[C:35]4[C:30](=[CH:31][C:32]([NH:50][C:51](=[O:54])[O:52][CH3:53])=[CH:33][CH:34]=4)[NH:29][C:28](=[O:55])[C@H:27]([CH3:56])[CH2:26][CH2:25][CH2:24]3)[C:12](=[O:22])[CH:13]=2)[CH:5]=[CH:6][CH:7]=1. The catalyst class is: 5. (7) Reactant: [F:1][C:2]1[CH:7]=[CH:6][C:5]([C:8]([CH2:15][N:16]2[C:24]3[CH:23]=[CH:22][C:21]([CH3:25])=[CH:20][C:19]=3[C:18]3[CH2:26][N:27]([CH3:30])[CH2:28][CH2:29][C:17]2=3)=[CH:9][C:10]([O:12][CH2:13][CH3:14])=[O:11])=[CH:4][CH:3]=1.[H][H]. Product: [CH3:30][N:27]1[CH2:28][CH2:29][C:17]2[N:16]([CH2:15][CH:8]([C:5]3[CH:6]=[CH:7][C:2]([F:1])=[CH:3][CH:4]=3)[CH2:9][C:10]([O:12][CH2:13][CH3:14])=[O:11])[C:24]3[CH:23]=[CH:22][C:21]([CH3:25])=[CH:20][C:19]=3[C:18]=2[CH2:26]1. The catalyst class is: 50.